Dataset: Catalyst prediction with 721,799 reactions and 888 catalyst types from USPTO. Task: Predict which catalyst facilitates the given reaction. (1) Reactant: [F:1][C:2]1[CH:40]=[CH:39][CH:38]=[C:37]([C:41]([F:44])([F:43])[F:42])[C:3]=1[CH2:4][N:5]1[C:10]2[CH2:11][O:12][C:13]3([CH2:18][CH2:17][NH:16][CH2:15][CH2:14]3)[C:9]=2[C:8](=[O:19])[N:7]([CH2:20][C@H:21]([NH:28][C:29](=[O:35])[O:30][C:31]([CH3:34])([CH3:33])[CH3:32])[C:22]2[CH:27]=[CH:26][CH:25]=[CH:24][CH:23]=2)[C:6]1=[O:36].[Br:45][C:46]1[O:50][C:49]([CH:51]=O)=[CH:48][CH:47]=1.[BH-](OC(C)=O)(OC(C)=O)OC(C)=O.[Na+]. Product: [Br:45][C:46]1[O:50][C:49]([CH2:51][N:16]2[CH2:15][CH2:14][C:13]3([C:9]4[C:8](=[O:19])[N:7]([CH2:20][C@H:21]([NH:28][C:29](=[O:35])[O:30][C:31]([CH3:34])([CH3:33])[CH3:32])[C:22]5[CH:23]=[CH:24][CH:25]=[CH:26][CH:27]=5)[C:6](=[O:36])[N:5]([CH2:4][C:3]5[C:37]([C:41]([F:42])([F:43])[F:44])=[CH:38][CH:39]=[CH:40][C:2]=5[F:1])[C:10]=4[CH2:11][O:12]3)[CH2:18][CH2:17]2)=[CH:48][CH:47]=1. The catalyst class is: 5. (2) Reactant: F[C:2]1[CH:14]=[CH:13][C:5]([C:6]([O:8][C:9]([CH3:12])([CH3:11])[CH3:10])=[O:7])=[CH:4][CH:3]=1.[NH2:15][C@H:16]1[CH2:20][CH2:19][NH:18][CH2:17]1.C([O-])([O-])=O.[K+].[K+]. Product: [NH2:15][C@H:16]1[CH2:20][CH2:19][N:18]([C:2]2[CH:14]=[CH:13][C:5]([C:6]([O:8][C:9]([CH3:12])([CH3:11])[CH3:10])=[O:7])=[CH:4][CH:3]=2)[CH2:17]1. The catalyst class is: 633. (3) Reactant: [F:1][C:2]1[CH:7]=[CH:6][CH:5]=[C:4]([F:8])[C:3]=1[N:9]1[C:14]2[N:15]=[C:16](S(C)(=O)=O)[N:17]=[C:18]([C:19]3[CH:20]=[C:21]([CH:28]=[CH:29][C:30]=3[CH3:31])[C:22]([NH:24][CH2:25][CH2:26][CH3:27])=[O:23])[C:13]=2[CH2:12][NH:11][C:10]1=[O:36]. Product: [NH2:9][CH2:14][CH2:13][CH2:12][NH:11][C:16]1[N:17]=[C:18]([C:19]2[CH:20]=[C:21]([CH:28]=[CH:29][C:30]=2[CH3:31])[C:22]([NH:24][CH2:25][CH2:26][CH3:27])=[O:23])[C:13]2[CH2:12][NH:11][C:10](=[O:36])[N:9]([C:3]3[C:2]([F:1])=[CH:7][CH:6]=[CH:5][C:4]=3[F:8])[C:14]=2[N:15]=1. The catalyst class is: 4. (4) Reactant: C(OC(=O)[NH:7][C@H:8]([C:36]1[CH:41]=[CH:40][CH:39]=[CH:38][CH:37]=1)[C:9]([N:11]1[CH2:15][CH2:14][CH2:13][C@H:12]1[C:16](=[O:35])[NH:17][C:18]1[S:19][CH:20]=[C:21]([C:23]2[CH:28]=[CH:27][C:26]([C:29](=[O:34])[NH:30][CH:31]3[CH2:33][CH2:32]3)=[CH:25][CH:24]=2)[N:22]=1)=[O:10])(C)(C)C. Product: [CH:31]1([NH:30][C:29]([C:26]2[CH:25]=[CH:24][C:23]([C:21]3[N:22]=[C:18]([NH:17][C:16]([C@@H:12]4[CH2:13][CH2:14][CH2:15][N:11]4[C:9](=[O:10])[C@H:8]([NH2:7])[C:36]4[CH:37]=[CH:38][CH:39]=[CH:40][CH:41]=4)=[O:35])[S:19][CH:20]=3)=[CH:28][CH:27]=2)=[O:34])[CH2:33][CH2:32]1. The catalyst class is: 157. (5) Reactant: [C:1]1([N:7]2[CH2:12][CH2:11][CH:10]([NH:13][C:14]3[C:23]4[C:18](=[CH:19][CH:20]=[C:21]([C:24](OC)=[O:25])[CH:22]=4)[N:17]=[CH:16][N:15]=3)[CH2:9][CH2:8]2)[CH:6]=[CH:5][CH:4]=[CH:3][CH:2]=1.Br[Mg][C:30]1[CH:35]=[CH:34][C:33]([F:36])=[CH:32][CH:31]=1. Product: [F:36][C:33]1[CH:34]=[CH:35][C:30]([C:24]([C:30]2[CH:35]=[CH:34][C:33]([F:36])=[CH:32][CH:31]=2)([C:21]2[CH:22]=[C:23]3[C:18](=[CH:19][CH:20]=2)[N:17]=[CH:16][N:15]=[C:14]3[NH:13][CH:10]2[CH2:9][CH2:8][N:7]([C:1]3[CH:6]=[CH:5][CH:4]=[CH:3][CH:2]=3)[CH2:12][CH2:11]2)[OH:25])=[CH:31][CH:32]=1. The catalyst class is: 7. (6) Reactant: Cl[C:2]1[S:3][C:4]([CH2:7][N:8]2[CH2:12][CH:11]([C:13]3[CH:18]=[C:17]([F:19])[CH:16]=[C:15]([F:20])[C:14]=3[F:21])[CH2:10][C:9]2=[O:22])=[CH:5][N:6]=1.C[O-].[Na+].[CH3:26][NH2:27]. Product: [CH3:26][NH:27][C:2]1[S:3][C:4]([CH2:7][N:8]2[CH2:12][CH:11]([C:13]3[CH:18]=[C:17]([F:19])[CH:16]=[C:15]([F:20])[C:14]=3[F:21])[CH2:10][C:9]2=[O:22])=[CH:5][N:6]=1. The catalyst class is: 5. (7) Reactant: [ClH:1].Cl.[CH:3]1([CH2:9][O:10][C:11]2[C:12]3[N:13]([C:17]([C:21]([NH:23][C@H:24]4[CH2:29][CH2:28][CH2:27][NH:26][CH2:25]4)=[O:22])=[C:18]([CH3:20])[N:19]=3)[CH:14]=[CH:15][CH:16]=2)[CH2:8][CH2:7][CH2:6][CH2:5][CH2:4]1.N1C=CC=CC=1.[S:36](N)([NH2:39])(=[O:38])=[O:37].O. Product: [ClH:1].[NH2:39][S:36]([N:26]1[CH2:27][CH2:28][CH2:29][C@H:24]([NH:23][C:21]([C:17]2[N:13]3[CH:14]=[CH:15][CH:16]=[C:11]([O:10][CH2:9][CH:3]4[CH2:8][CH2:7][CH2:6][CH2:5][CH2:4]4)[C:12]3=[N:19][C:18]=2[CH3:20])=[O:22])[CH2:25]1)(=[O:38])=[O:37]. The catalyst class is: 22.